Dataset: Catalyst prediction with 721,799 reactions and 888 catalyst types from USPTO. Task: Predict which catalyst facilitates the given reaction. (1) Reactant: [NH2:1][C:2]1[S:3][C:4]2[C:9]([N:10]=1)=[CH:8][CH:7]=[C:6]([O:11][C:12]1[C:13]([Cl:33])=[CH:14][C:15]([F:32])=[C:16]([NH:18][C:19](=[O:31])[C:20]3[CH:25]=[CH:24][CH:23]=[C:22]([C:26]([C:29]#[N:30])([CH3:28])[CH3:27])[CH:21]=3)[CH:17]=1)[N:5]=2.CC(N(C)C)=O.[C:40]1(/[CH:46]=[CH:47]/[C:48](Cl)=[O:49])[CH:45]=[CH:44][CH:43]=[CH:42][CH:41]=1. Product: [Cl:33][C:13]1[C:12]([O:11][C:6]2[N:5]=[C:4]3[S:3][C:2]([NH:1][C:48](=[O:49])/[CH:47]=[CH:46]/[C:40]4[CH:45]=[CH:44][CH:43]=[CH:42][CH:41]=4)=[N:10][C:9]3=[CH:8][CH:7]=2)=[CH:17][C:16]([NH:18][C:19](=[O:31])[C:20]2[CH:25]=[CH:24][CH:23]=[C:22]([C:26]([C:29]#[N:30])([CH3:28])[CH3:27])[CH:21]=2)=[C:15]([F:32])[CH:14]=1. The catalyst class is: 300. (2) Reactant: [CH2:1]([N:5]1[C:13]2[C:12](=[O:14])[N:11]([CH3:15])[N:10]=[CH:9][C:8]=2[N:7]=[C:6]1[N:16]1[CH2:21][CH2:20][NH:19][CH2:18][CH2:17]1)[C:2]#[C:3][CH3:4].O.[C:23]1([CH3:33])[CH:28]=[CH:27][C:26]([S:29]([OH:32])(=[O:31])=[O:30])=[CH:25][CH:24]=1. Product: [C:23]1([CH3:33])[CH:24]=[CH:25][C:26]([S:29]([OH:32])(=[O:30])=[O:31])=[CH:27][CH:28]=1.[CH2:1]([N:5]1[C:13]2[C:12](=[O:14])[N:11]([CH3:15])[N:10]=[CH:9][C:8]=2[N:7]=[C:6]1[N:16]1[CH2:17][CH2:18][NH:19][CH2:20][CH2:21]1)[C:2]#[C:3][CH3:4]. The catalyst class is: 8. (3) Reactant: NC1C([N+]([O-])=O)=CC2CCN(C(OC(C)(C)C)=O)CCC=2C=1.[N+:23]([C:26]1[C:27](NC(=O)C)=[CH:28][C:29]2[CH2:35][CH2:34][N:33]([C:36](=[O:41])[C:37]([F:40])([F:39])[F:38])[CH2:32][CH2:31][C:30]=2[CH:42]=1)([O-])=O.C(=O)([O-])[O-].[K+].[K+].C(OC(OC(C)(C)C)=O)(OC(C)(C)C)=O. Product: [NH2:23][C:26]1[CH:27]=[CH:28][C:29]2[CH2:35][CH2:34][N:33]([C:36](=[O:41])[C:37]([F:40])([F:38])[F:39])[CH2:32][CH2:31][C:30]=2[CH:42]=1. The catalyst class is: 5.